From a dataset of Forward reaction prediction with 1.9M reactions from USPTO patents (1976-2016). Predict the product of the given reaction. (1) Given the reactants [Cl:1][C:2]1[C:7]2[CH:8]=[N:9][S:10][C:6]=2[C:5]([N+:11]([O-])=O)=[CH:4][CH:3]=1.O, predict the reaction product. The product is: [Cl:1][C:2]1[C:7]2[CH:8]=[N:9][S:10][C:6]=2[C:5]([NH2:11])=[CH:4][CH:3]=1. (2) Given the reactants [F:1][C:2]1[C:7]([F:8])=[CH:6][CH:5]=[CH:4][C:3]=1[CH:9]([O:23][CH2:24][CH2:25][OH:26])[C@@H:10]1[CH2:15][CH2:14][CH2:13][N:12]([C:16]([O:18][C:19]([CH3:22])([CH3:21])[CH3:20])=[O:17])[CH2:11]1.CCN(CC)CC.[CH3:34][S:35](Cl)(=[O:37])=[O:36].O, predict the reaction product. The product is: [F:1][C:2]1[C:7]([F:8])=[CH:6][CH:5]=[CH:4][C:3]=1[CH:9]([O:23][CH2:24][CH2:25][O:26][S:35]([CH3:34])(=[O:37])=[O:36])[C@@H:10]1[CH2:15][CH2:14][CH2:13][N:12]([C:16]([O:18][C:19]([CH3:20])([CH3:21])[CH3:22])=[O:17])[CH2:11]1. (3) Given the reactants Cl[C:2]1[C:7]([C:8]([OH:10])=[O:9])=[CH:6][C:5]([F:11])=[C:4](Cl)[N:3]=1.C([O-])(=O)C.[Na+].[H][H], predict the reaction product. The product is: [F:11][C:5]1[CH:4]=[N:3][CH:2]=[C:7]([CH:6]=1)[C:8]([OH:10])=[O:9]. (4) The product is: [Br:1][C:2]1[C:7]([C:8]([F:10])([F:11])[F:9])=[CH:6][CH:5]=[CH:4][C:3]=1[CH:12]([OH:14])[C:13]([O:43][CH3:44])=[O:38]. Given the reactants [Br:1][C:2]1[C:7]([C:8]([F:11])([F:10])[F:9])=[CH:6][CH:5]=[CH:4][C:3]=1[C:12](=[O:14])[CH3:13].[Se](=O)=O.FC(F)(F)S([O-])(=O)=O.[Yb+3].FC(F)(F)S([O-])(=O)=O.FC(F)(F)S([O-])(=O)=[O:38].[O:43]1CCOC[CH2:44]1, predict the reaction product. (5) Given the reactants [CH2:1]([C:3]([C:22]1[CH:35]=[CH:34][C:25]([O:26][CH2:27][C:28](=[O:33])[C:29]([CH3:32])([CH3:31])[CH3:30])=[C:24]([CH3:36])[CH:23]=1)([C:6]1[CH:11]=[CH:10][C:9](B2OC(C)(C)C(C)(C)O2)=[C:8]([CH3:21])[CH:7]=1)[CH2:4][CH3:5])[CH3:2].[CH3:37][O:38][C:39](=[O:48])[CH2:40][C:41]1[CH:42]=[N:43][CH:44]=[C:45](Br)[CH:46]=1.P([O-])([O-])([O-])=O.[K+].[K+].[K+], predict the reaction product. The product is: [CH3:37][O:38][C:39](=[O:48])[CH2:40][C:41]1[CH:42]=[N:43][CH:44]=[C:45]([C:9]2[CH:10]=[CH:11][C:6]([C:3]([C:22]3[CH:35]=[CH:34][C:25]([O:26][CH2:27][C:28](=[O:33])[C:29]([CH3:30])([CH3:31])[CH3:32])=[C:24]([CH3:36])[CH:23]=3)([CH2:1][CH3:2])[CH2:4][CH3:5])=[CH:7][C:8]=2[CH3:21])[CH:46]=1.